Dataset: Full USPTO retrosynthesis dataset with 1.9M reactions from patents (1976-2016). Task: Predict the reactants needed to synthesize the given product. (1) Given the product [CH:38]1([O:26][C:25](=[O:27])[C@@H:24]([NH:23][C:21]([C:17]2[C:16]([CH3:37])=[N:15][C:14]([NH:13][CH2:12][CH2:11][CH2:10][C:5]3[CH:6]=[CH:7][CH:8]=[C:9]4[C:4]=3[CH:3]=[N:2][NH:1]4)=[N:19][C:18]=2[CH3:20])=[O:22])[CH2:28][NH:29][C:30]([C:32]2[S:33][CH:34]=[CH:35][CH:36]=2)=[O:31])[CH2:42][CH2:41][CH2:40][CH2:39]1, predict the reactants needed to synthesize it. The reactants are: [NH:1]1[C:9]2[C:4](=[C:5]([CH2:10][CH2:11][CH2:12][NH:13][C:14]3[N:19]=[C:18]([CH3:20])[C:17]([C:21]([NH:23][C@@H:24]([CH2:28][NH:29][C:30]([C:32]4[S:33][CH:34]=[CH:35][CH:36]=4)=[O:31])[C:25]([OH:27])=[O:26])=[O:22])=[C:16]([CH3:37])[N:15]=3)[CH:6]=[CH:7][CH:8]=2)[CH:3]=[N:2]1.[CH:38]1(I)[CH2:42][CH2:41][CH2:40][CH2:39]1.C(=O)([O-])[O-].[K+].[K+]. (2) Given the product [Cl:8][C:5]1[N:4]=[CH:3][C:2]([CH:9]2[CH2:11][CH2:10]2)=[CH:7][N:6]=1, predict the reactants needed to synthesize it. The reactants are: Br[C:2]1[CH:3]=[N:4][C:5]([Cl:8])=[N:6][CH:7]=1.[CH:9]1(B(O)O)[CH2:11][CH2:10]1.C1(P(C2CCCCC2)C2CCCCC2)CCCCC1.[O-]P([O-])([O-])=O.[K+].[K+].[K+]. (3) The reactants are: [Cl:1][C:2]1[C:11]2[C:6](=[CH:7][CH:8]=[CH:9][CH:10]=2)[CH:5]=[CH:4][C:3]=1[NH2:12].Cl[C:14]1[C:19]([C:20]([O:22][CH2:23][CH3:24])=[O:21])=[CH:18][N:17]=[C:16]([Cl:25])[CH:15]=1.Cl. Given the product [Cl:25][C:16]1[CH:15]=[C:14]([NH:12][C:3]2[CH:4]=[CH:5][C:6]3[C:11](=[CH:10][CH:9]=[CH:8][CH:7]=3)[C:2]=2[Cl:1])[C:19]([C:20]([O:22][CH2:23][CH3:24])=[O:21])=[CH:18][N:17]=1, predict the reactants needed to synthesize it. (4) The reactants are: [CH2:1]([N:8]1[C:20]2[CH2:19][N:18]([C:21]3[N:26]=[CH:25][C:24]([C:27](O)=[O:28])=[CH:23][N:22]=3)[CH2:17][CH2:16][C:15]=2[C:14]2[C:9]1=[CH:10][CH:11]=[CH:12][CH:13]=2)[C:2]1[CH:7]=[CH:6][CH:5]=[CH:4][CH:3]=1.CCN=C=NCCCN(C)C.[NH2:41][O:42][CH:43]1[CH2:48][CH2:47][CH2:46][CH2:45][O:44]1. Given the product [O:44]1[CH2:45][CH2:46][CH2:47][CH2:48][CH:43]1[O:42][NH:41][C:27]([C:24]1[CH:23]=[N:22][C:21]([N:18]2[CH2:17][CH2:16][C:15]3[C:14]4[C:9](=[CH:10][CH:11]=[CH:12][CH:13]=4)[N:8]([CH2:1][C:2]4[CH:3]=[CH:4][CH:5]=[CH:6][CH:7]=4)[C:20]=3[CH2:19]2)=[N:26][CH:25]=1)=[O:28], predict the reactants needed to synthesize it. (5) Given the product [CH3:1][O:2][C:3](=[O:15])[C:4]1[C:5]([F:14])=[C:6]([F:13])[C:7]([N:12]2[C:21]([CH3:22])=[CH:20][CH:16]=[C:17]2[CH3:19])=[C:8]([F:11])[C:9]=1[F:10], predict the reactants needed to synthesize it. The reactants are: [CH3:1][O:2][C:3](=[O:15])[C:4]1[C:9]([F:10])=[C:8]([F:11])[C:7]([NH2:12])=[C:6]([F:13])[C:5]=1[F:14].[CH2:16]([CH2:20][C:21](=O)[CH3:22])[C:17]([CH3:19])=O. (6) Given the product [C:14]([O:17][CH:9]=[CH:8][C:7]([O:11][CH2:12][CH3:13])=[O:10])(=[O:16])[CH3:15], predict the reactants needed to synthesize it. The reactants are: C1C=CC=CC=1.[C:7]([O:11][CH2:12][CH3:13])(=[O:10])[CH:8]=[CH2:9].[C:14]([O-:17])(=[O:16])[CH3:15].[Na+].C(CC(=O)C)(=O)C.O=O.C(OCC)(=O)C=CC1C=CC=CC=1.C1(C(C2C=CC=CC=2)=CC(OCC)=O)C=CC=CC=1.